From a dataset of Peptide-MHC class II binding affinity with 134,281 pairs from IEDB. Regression. Given a peptide amino acid sequence and an MHC pseudo amino acid sequence, predict their binding affinity value. This is MHC class II binding data. (1) The peptide sequence is GNFERISGDLKTQID. The MHC is DRB4_0101 with pseudo-sequence DRB4_0103. The binding affinity (normalized) is 0.296. (2) The peptide sequence is ISKYAGINILNVYSP. The MHC is H-2-IAb with pseudo-sequence H-2-IAb. The binding affinity (normalized) is 0.551.